From a dataset of Forward reaction prediction with 1.9M reactions from USPTO patents (1976-2016). Predict the product of the given reaction. Given the reactants Cl.[N:2]1([C:7](N)=[NH:8])C=CC=N1.[Cl:10][C:11]1[CH:12]=[C:13]2[C:19]([C:20]3[N:25]=[C:24]([NH:26][C@H:27]4[CH2:32][CH2:31][CH2:30][NH:29][CH2:28]4)[C:23]([F:33])=[CH:22][N:21]=3)=[CH:18][N:17]([S:34]([C:37]3[CH:42]=[CH:41][C:40]([CH3:43])=[CH:39][CH:38]=3)(=[O:36])=[O:35])[C:14]2=[N:15][CH:16]=1.CCN(C(C)C)C(C)C.O, predict the reaction product. The product is: [Cl:10][C:11]1[CH:12]=[C:13]2[C:19]([C:20]3[N:25]=[C:24]([NH:26][C@H:27]4[CH2:32][CH2:31][CH2:30][N:29]([C:7](=[NH:2])[NH2:8])[CH2:28]4)[C:23]([F:33])=[CH:22][N:21]=3)=[CH:18][N:17]([S:34]([C:37]3[CH:42]=[CH:41][C:40]([CH3:43])=[CH:39][CH:38]=3)(=[O:36])=[O:35])[C:14]2=[N:15][CH:16]=1.